Dataset: Full USPTO retrosynthesis dataset with 1.9M reactions from patents (1976-2016). Task: Predict the reactants needed to synthesize the given product. (1) Given the product [Br:18][CH:2]([CH2:3][C:4]([OH:6])=[O:5])[C:1]([O:8][CH3:9])=[O:7], predict the reactants needed to synthesize it. The reactants are: [C:1]([O:8][CH3:9])(=[O:7])/[CH:2]=[CH:3]\[C:4]([OH:6])=[O:5].C(O)(=O)/C=C\C(O)=O.[BrH:18].C(O)(=O)C. (2) Given the product [NH2:16][C:10]1[O:11][CH2:12][C:13]([F:14])([F:15])[C@:8]([C:6]2[CH:7]=[C:2]([NH:1][C:29]([C:26]3[CH:25]=[CH:24][C:23]([O:22][CH2:21][C:20]([F:19])([F:36])[C:32]([F:33])([F:34])[F:35])=[CH:28][N:27]=3)=[O:30])[CH:3]=[CH:4][C:5]=2[F:18])([CH3:17])[N:9]=1, predict the reactants needed to synthesize it. The reactants are: [NH2:1][C:2]1[CH:3]=[CH:4][C:5]([F:18])=[C:6]([C@:8]2([CH3:17])[C:13]([F:15])([F:14])[CH2:12][O:11][C:10]([NH2:16])=[N:9]2)[CH:7]=1.[F:19][C:20]([F:36])([C:32]([F:35])([F:34])[F:33])[CH2:21][O:22][C:23]1[CH:24]=[CH:25][C:26]([C:29](O)=[O:30])=[N:27][CH:28]=1. (3) Given the product [NH2:28][C:3]1[C:2]([Cl:1])=[CH:7][C:6]([CH2:8][NH:9][C:10]([NH2:26])=[N:11][C:12](=[O:25])[CH2:13][C:14]2[C:22]3[C:17](=[CH:18][CH:19]=[CH:20][CH:21]=3)[N:16]([CH2:37][C:36]3[CH:51]=[CH:52][C:33]([F:32])=[CH:34][CH:35]=3)[CH:15]=2)=[CH:5][C:4]=1[Cl:27], predict the reactants needed to synthesize it. The reactants are: [Cl:1][C:2]1[CH:7]=[C:6]([CH2:8][NH:9][C:10]([NH2:26])=[N:11][C:12](=[O:25])[CH2:13][C:14]2[C:22]3[C:17](=[CH:18][CH:19]=[C:20](OC)[CH:21]=3)[NH:16][CH:15]=2)[CH:5]=[C:4]([Cl:27])[C:3]=1[NH:28]C(=O)C.[F:32][C:33]1[CH:52]=[CH:51][C:36]([CH2:37]N2C3C(=CC=CC=3)C(CC(O)=O)=C2)=[CH:35][CH:34]=1.COC1C=C2C(=CC=1)NC=C2CC(N(C(SC)=N)C(=O)OC(C)(C)C)=O.ClC1C=C(C=C(Cl)C=1N)CN. (4) Given the product [F:21][C:2]([F:1])([F:22])[C:3]1[CH:8]=[CH:7][C:6]([NH:9][C:10]2[N:20]=[C:13]3[CH:14]=[CH:15][CH:16]=[C:17]([CH2:33][C:32]4[CH:35]=[CH:36][NH:37][C:30](=[O:29])[CH:31]=4)[N:12]3[N:11]=2)=[CH:5][CH:4]=1, predict the reactants needed to synthesize it. The reactants are: [F:1][C:2]([F:22])([F:21])[C:3]1[CH:8]=[CH:7][C:6]([NH:9][C:10]2[N:20]=[C:13]3[CH:14]=[CH:15][CH:16]=[C:17](CO)[N:12]3[N:11]=2)=[CH:5][CH:4]=1.C([Li])CCC.C[O:29][C:30]1[CH:31]=[C:32]([CH:35]=[CH:36][N:37]=1)[CH:33]=O.